The task is: Regression. Given a peptide amino acid sequence and an MHC pseudo amino acid sequence, predict their binding affinity value. This is MHC class II binding data.. This data is from Peptide-MHC class II binding affinity with 134,281 pairs from IEDB. (1) The peptide sequence is YDKFLAWVSTVLTGK. The MHC is DRB3_0202 with pseudo-sequence DRB3_0202. The binding affinity (normalized) is 0.368. (2) The peptide sequence is THMMIWHSNLNDATY. The MHC is DRB1_1101 with pseudo-sequence DRB1_1101. The binding affinity (normalized) is 0.135. (3) The peptide sequence is ASPLTGIADASQSSM. The MHC is DRB1_1501 with pseudo-sequence DRB1_1501. The binding affinity (normalized) is 0. (4) The peptide sequence is FDELELDPPEIEPGV. The MHC is DRB1_1201 with pseudo-sequence DRB1_1201. The binding affinity (normalized) is 0.0531. (5) The peptide sequence is NSLVYGASDSNVYDL. The MHC is DRB1_0404 with pseudo-sequence DRB1_0404. The binding affinity (normalized) is 0.319. (6) The peptide sequence is EGTKVTFHVEKGSNP. The MHC is DRB1_0901 with pseudo-sequence DRB1_0901. The binding affinity (normalized) is 0.234. (7) The peptide sequence is GPIVHDAIHRSAARS. The MHC is DRB1_0101 with pseudo-sequence DRB1_0101. The binding affinity (normalized) is 0.525. (8) The peptide sequence is LVVRMYLSSQAIRLV. The MHC is DRB1_0301 with pseudo-sequence DRB1_0301. The binding affinity (normalized) is 0.491. (9) The peptide sequence is DIDCWCYGVENVRVA. The MHC is DRB3_0301 with pseudo-sequence DRB3_0301. The binding affinity (normalized) is 0.587.